This data is from Forward reaction prediction with 1.9M reactions from USPTO patents (1976-2016). The task is: Predict the product of the given reaction. (1) Given the reactants Cl[C:2]1[N:7]=[C:6]([O:8][CH2:9][C:10]2[CH:15]=[CH:14][C:13]([Cl:16])=[CH:12][CH:11]=2)[CH:5]=[CH:4][N:3]=1.[OH-:17].[Na+], predict the reaction product. The product is: [Cl:16][C:13]1[CH:14]=[CH:15][C:10]([CH2:9][O:8][C:6]2[CH:5]=[CH:4][NH:3][C:2](=[O:17])[N:7]=2)=[CH:11][CH:12]=1. (2) Given the reactants [O-2].[Al+3].[O-2].[O-2].[Al+3].[C:6]1([C:11]2([N:21]([CH3:23])[CH3:22])[CH2:20][CH2:19][C:14]3([O:18][CH2:17][CH2:16][O:15]3)[CH2:13][CH2:12]2)[CH2:10][CH2:9][CH2:8][CH:7]=1, predict the reaction product. The product is: [CH:6]1([C:11]2([N:21]([CH3:23])[CH3:22])[CH2:20][CH2:19][C:14]3([O:18][CH2:17][CH2:16][O:15]3)[CH2:13][CH2:12]2)[CH2:10][CH2:9][CH2:8][CH2:7]1. (3) Given the reactants [NH2:1][C:2]1[N:7]=[C:6]([C:8]([OH:10])=O)[CH:5]=[CH:4][C:3]=1[NH:11][CH2:12][C:13]1[CH:18]=[CH:17][CH:16]=[C:15]([Br:19])[CH:14]=1.[NH:20]1[CH2:25][CH2:24][O:23][CH2:22][CH2:21]1.Cl.C(N=C=NCCCN(C)C)C.ON1C2N=CC=CC=2N=N1, predict the reaction product. The product is: [NH2:1][C:2]1[N:7]=[C:6]([C:8]([N:20]2[CH2:25][CH2:24][O:23][CH2:22][CH2:21]2)=[O:10])[CH:5]=[CH:4][C:3]=1[NH:11][CH2:12][C:13]1[CH:18]=[CH:17][CH:16]=[C:15]([Br:19])[CH:14]=1. (4) Given the reactants [CH3:1][O:2][CH:3]([O:6][CH3:7])[CH:4]=[CH2:5].[CH3:8][C:9]1[CH:18]=[C:17]([CH2:19][O:20][C:21]2[CH:29]=[CH:28][C:24]([CH:25]=[N:26][OH:27])=[CH:23][CH:22]=2)[C:16]2[C:11](=[CH:12][CH:13]=[CH:14][CH:15]=2)[N:10]=1, predict the reaction product. The product is: [CH3:1][O:2][CH:3]([O:6][CH3:7])[CH:4]1[O:27][N:26]=[C:25]([C:24]2[CH:23]=[CH:22][C:21]([O:20][CH2:19][C:17]3[C:16]4[C:11](=[CH:12][CH:13]=[CH:14][CH:15]=4)[N:10]=[C:9]([CH3:8])[CH:18]=3)=[CH:29][CH:28]=2)[CH2:5]1. (5) Given the reactants C([O:3][C:4](=[O:15])[C:5]1[CH:10]=[CH:9][C:8]([Cl:11])=[CH:7][C:6]=1[O:12][CH2:13][CH3:14])C.[OH-].[K+].Cl, predict the reaction product. The product is: [Cl:11][C:8]1[CH:9]=[CH:10][C:5]([C:4]([OH:15])=[O:3])=[C:6]([O:12][CH2:13][CH3:14])[CH:7]=1. (6) Given the reactants [CH:1]1([C:7]2[C:8]3[CH:9]=[CH:10][C:11](C(O)=O)=[CH:12][C:13]=3[N:14]3[CH2:20][CH:19]([NH:21][CH2:22][CH2:23][N:24]([CH3:26])[CH3:25])[CH2:18][C:17]4[CH:27]=[CH:28][CH:29]=[CH:30][C:16]=4[C:15]=23)[CH2:6][CH2:5][CH2:4][CH2:3][CH2:2]1.C[C:35]([OH:37])=O.[CH2:38]=[O:39].[BH3-][C:41]#N.[Na+], predict the reaction product. The product is: [CH:1]1([C:7]2[C:8]3[CH:9]=[CH:10][C:11]([C:38]([O:37][CH3:35])=[O:39])=[CH:12][C:13]=3[N:14]3[CH2:20][CH:19]([N:21]([CH2:22][CH2:23][N:24]([CH3:26])[CH3:25])[CH3:41])[CH2:18][C:17]4[CH:27]=[CH:28][CH:29]=[CH:30][C:16]=4[C:15]=23)[CH2:2][CH2:3][CH2:4][CH2:5][CH2:6]1. (7) Given the reactants [CH3:1][C:2]1([C:11]#[C:12][Si:13]([CH3:16])([CH3:15])[CH3:14])[CH2:7][CH:6]([C:8]#[N:9])[C:5](=[O:10])[CH2:4][CH2:3]1.C(C1C(=O)C(Cl)=C(Cl)C(=O)C=1C#N)#N, predict the reaction product. The product is: [CH3:1][C:2]1([C:11]#[C:12][Si:13]([CH3:15])([CH3:14])[CH3:16])[CH2:3][CH2:4][C:5](=[O:10])[C:6]([C:8]#[N:9])=[CH:7]1.